This data is from Full USPTO retrosynthesis dataset with 1.9M reactions from patents (1976-2016). The task is: Predict the reactants needed to synthesize the given product. Given the product [CH3:24][C:21]1[CH:22]=[CH:23][C:18]([C:17]2[O:25][N:13]=[CH:15][N:16]=2)=[CH:19][CH:20]=1, predict the reactants needed to synthesize it. The reactants are: Cl.NO.[OH-].[Na+].O1CCOCC1.C[N:13]([CH:15]=[N:16][C:17](=[O:25])[C:18]1[CH:23]=[CH:22][C:21]([CH3:24])=[CH:20][CH:19]=1)C.